This data is from Drug-target binding data from BindingDB using IC50 measurements. The task is: Regression. Given a target protein amino acid sequence and a drug SMILES string, predict the binding affinity score between them. We predict pIC50 (pIC50 = -log10(IC50 in M); higher means more potent). Dataset: bindingdb_ic50. (1) The small molecule is CN1CC(=O)N2[C@H](Cc3c([nH]c4ccccc34)[C@H]2c2ccc3c(c2)OCO3)C1=O. The target protein sequence is DVLSYHATCSKAEVDKFKAANIPLVSELAIDDIHFDDFSLDVDAMITAALRMFMELGMVQKFKIDYETLCRWLLTVRKNYRMVLYHNWRHAFNVCQLMFAMLTTAGFQDILTEVEILAVIVGCLCHDLDHRGTNNAFQAKSGSALAQLYGTSATLEHHHFNHAVMILQSEGHNIFANLSSKEYSDLMQLLKQSILATDLTLYFERRTEFFELVSKGEYDWNIKNHRDIFRSMLMTACDLGAVTKPWEISRQVAELVTSEFFEQGDRERLELKLTPSAIFDRNRKDELPRLQLEWIDSICMPLYQALVKVNVKLKPMLDSVATNRSKWEELHQKRLLASTASSSPASVMVAKEDRN. The pIC50 is 8.0. (2) The compound is O=C(CO)[C@@H]1CCCN1C(=O)[C@@H]1CCCN1C(=O)NCc1ccccc1. The target protein (P12955) has sequence MAAATGPSFWLGNETLKVPLALFALNRQRLCERLRKNPAVQAGSIVVLQGGEETQRYCTDTGVLFRQESFFHWAFGVTEPGCYGVIDVDTGKSTLFVPRLPASHATWMGKIHSKEHFKEKYAVDDVQYVDEIASVLTSQKPSVLLTLRGVNTDSGSVCREASFDGISKFEVNNTILHPEIVECRVFKTDMELEVLRYTNKISSEAHREVMKAVKVGMKEYELESLFEHYCYSRGGMRHSSYTCICGSGENSAVLHYGHAGAPNDRTIQNGDMCLFDMGGEYYCFASDITCSFPANGKFTADQKAVYEAVLRSSRAVMGAMKPGVWWPDMHRLADRIHLEELAHMGILSGSVDAMVQAHLGAVFMPHGLGHFLGIDVHDVGGYPEGVERIDEPGLRSLRTARHLQPGMVLTVEPGIYFIDHLLDEALADPARASFLNREVLQRFRGFGGVRIEEDVVVTDSGIELLTCVPRTVEEIEACMAGCDKAFTPFSGPK. The pIC50 is 4.0. (3) The small molecule is Cc1[nH][nH]c(=O)c1C(c1ccc(-c2ccc(C(=O)O)cc2)o1)c1c(C)[nH][nH]c1=O. The target protein (O95551) has sequence MELGSCLEGGREAAEEEGEPEVKKRRLLCVEFASVASCDAAVAQCFLAENDWEMERALNSYFEPPVEESALERRPETISEPKTYVDLTNEETTDSTTSKISPSEDTQQENGSMFSLITWNIDGLDLNNLSERARGVCSYLALYSPDVIFLQEVIPPYYSYLKKRSSNYEIITGHEEGYFTAIMLKKSRVKLKSQEIIPFPSTKMMRNLLCVHVNVSGNELCLMTSHLESTRGHAAERMNQLKMVLKKMQEAPESATVIFAGDTNLRDREVTRCGGLPNNIVDVWEFLGKPKHCQYTWDTQMNSNLGITAACKLRFDRIFFRAAAEEGHIIPRSLDLLGLEKLDCGRFPSDHWGLLCNLDIIL. The pIC50 is 4.8. (4) The drug is CC[C@H](C)[C@H](NC(=O)[C@H](CCCN=C(N)N)NC(=O)[C@H](CC(=O)O)NC(=O)[C@@H](NC(=O)[C@H](CCCN=C(N)N)NC(=O)CNC(=O)CNC(=O)[C@H](Cc1ccccc1)NC(=O)[C@@H](N)CO)[C@@H](C)CC)C(=O)NCC(=O)N[C@@H](C)C(=O)N[C@@H](CCC(N)=O)C(=O)N[C@@H](CO)C(=O)NCC(=O)N[C@@H](CC(C)C)C(=O)NCC(=O)N[C@@H](CC(N)=O)C(=O)N[C@@H](CO)C(=O)N[C@@H](Cc1ccccc1)C(=O)N[C@@H](CCCN=C(N)N)C(=O)N[C@@H](Cc1ccc(O)cc1)C(=O)O. The target protein (P20594) has sequence MALPSLLLLVAALAGGVRPPGARNLTLAVVLPEHNLSYAWAWPRVGPAVALAVEALGRALPVDLRFVSSELEGACSEYLAPLSAVDLKLYHDPDLLLGPGCVYPAASVARFASHWRLPLLTAGAVASGFSAKNDHYRTLVRTGPSAPKLGEFVVTLHGHFNWTARAALLYLDARTDDRPHYFTIEGVFEALQGSNLSVQHQVYAREPGGPEQATHFIRANGRIVYICGPLEMLHEILLQAQRENLTNGDYVFFYLDVFGESLRAGPTRATGRPWQDNRTREQAQALREAFQTVLVITYREPPNPEYQEFQNRLLIRAREDFGVELGPSLMNLIAGCFYDGILLYAEVLNETIQEGGTREDGLRIVEKMQGRRYHGVTGLVVMDKNNDRETDFVLWAMGDLDSGDFQPAAHYSGAEKQIWWTGRPIPWVKGAPPSDNPPCAFDLDDPSCDKTPLSTLAIVALGTGITFIMFGVSSFLIFRKLMLEKELASMLWRIRWEELQ.... The pIC50 is 7.0. (5) The small molecule is COc1cc(O)c(S(=O)(=O)N2c3ccccc3CCC2C)cc1NC(=O)CCC(=O)O. The target protein (Q8DQ18) has sequence MSNFAIILAAGKGTRMKSDLPKVLHKVAGISMLEHVFRSVGAIQPEKTVTVVGHKAELVEEVLAEQTEFVTQSEQLGTGHAVMMTEPILEGLSGHTLVIAGDTPLITGESLKNLIDFHINHKNVATILTAETDNPFGYGRIVRNDNAEVLRIVEQKDATDFEKQIKEINTGTYVFDNERLFEALKNINTNNAQGEYYITDVIGIFRETGEKVGAYTLKDFDESLGVNDRVALATAESVMRRRINHKHMVNGVSFVNPEATYIDIDVEIAPEVQIEANVILKGQTKIGAETVLTNGTYVVDSTIGAGAVITNSMIEESSVADGVTVGPYAHIRPNSSLGAQVHIGNFVEVKGSSIGENTKAGHLTYIGNCEVGSNVNFGAGTITVNYDGKNKYKTVIGDNVFVGSNSTIIAPVELGDNSLVGAGSTITKDVPADAIAIGRGRQINKDEYATRLPHHPKNQ. The pIC50 is 5.3.